Dataset: Forward reaction prediction with 1.9M reactions from USPTO patents (1976-2016). Task: Predict the product of the given reaction. (1) Given the reactants C([N:8]([CH2:21][C:22]1[N:23]([S:27]([N:30]([CH3:32])[CH3:31])(=[O:29])=[O:28])[CH:24]=[CH:25][N:26]=1)[CH2:9][C:10]1[N:11]([S:15]([N:18]([CH3:20])[CH3:19])(=[O:17])=[O:16])[CH:12]=[CH:13][N:14]=1)C1C=CC=CC=1, predict the reaction product. The product is: [NH:8]([CH2:9][C:10]1[N:11]([S:15]([N:18]([CH3:20])[CH3:19])(=[O:16])=[O:17])[CH:12]=[CH:13][N:14]=1)[CH2:21][C:22]1[N:23]([S:27]([N:30]([CH3:32])[CH3:31])(=[O:29])=[O:28])[CH:24]=[CH:25][N:26]=1. (2) Given the reactants [CH3:1][O:2][C:3]1[CH:28]=[CH:27][C:26]([N:29]2[CH:33]=[N:32][N:31]=[N:30]2)=[CH:25][C:4]=1[C:5]([N:7]1[CH2:11][CH2:10][C:9]([C:19]2[CH:24]=[CH:23][CH:22]=[CH:21][CH:20]=2)([CH2:12][CH2:13]OS(C)(=O)=O)[CH2:8]1)=[O:6].I.[CH:35]([O:38][CH2:39][CH2:40][N:41]1[C:45]2[CH:46]=[CH:47][CH:48]=[CH:49][C:44]=2[N:43]=[C:42]1[N:50]1[CH2:56][CH2:55][CH2:54][NH:53][CH2:52][CH2:51]1)([CH3:37])[CH3:36], predict the reaction product. The product is: [CH3:1][O:2][C:3]1[CH:28]=[CH:27][C:26]([N:29]2[CH:33]=[N:32][N:31]=[N:30]2)=[CH:25][C:4]=1[C:5]([N:7]1[CH2:11][CH2:10][C:9]([CH2:12][CH2:13][N:53]2[CH2:54][CH2:55][CH2:56][N:50]([C:42]3[N:41]([CH2:40][CH2:39][O:38][CH:35]([CH3:37])[CH3:36])[C:45]4[CH:46]=[CH:47][CH:48]=[CH:49][C:44]=4[N:43]=3)[CH2:51][CH2:52]2)([C:19]2[CH:20]=[CH:21][CH:22]=[CH:23][CH:24]=2)[CH2:8]1)=[O:6]. (3) Given the reactants [C:1]1([C:7]2[N:8]=[N:9][CH:10]=[C:11]([C:23]3[CH:28]=[CH:27][CH:26]=[CH:25][CH:24]=3)[C:12]=2[C:13]([NH:15][CH:16]([CH2:21][OH:22])C(OC)=O)=O)[CH:6]=[CH:5][CH:4]=[CH:3][CH:2]=1.[CH2:29](N(S(F)(F)F)CC)C.[C:38](=[O:41])([O-])[O-:39].[K+].[K+], predict the reaction product. The product is: [C:1]1([C:7]2[N:8]=[N:9][CH:10]=[C:11]([C:23]3[CH:24]=[CH:25][CH:26]=[CH:27][CH:28]=3)[C:12]=2[C:13]2[O:22][CH2:21][CH:16]([C:38]([O:39][CH3:29])=[O:41])[N:15]=2)[CH:2]=[CH:3][CH:4]=[CH:5][CH:6]=1. (4) Given the reactants [CH:1]1([CH:7]=[C:8]([C:13]([CH:15]2[CH2:17][CH2:16]2)=O)[C:9]([O:11][CH3:12])=[O:10])[CH2:6][CH2:5][CH2:4][CH2:3][CH2:2]1.[CH2:18]([N:20]1[C:24]([NH2:25])=[CH:23][CH:22]=[N:21]1)[CH3:19], predict the reaction product. The product is: [CH:1]1([C:7]2[C:8]([C:9]([O:11][CH3:12])=[O:10])=[C:13]([CH:15]3[CH2:17][CH2:16]3)[N:25]=[C:24]3[N:20]([CH2:18][CH3:19])[N:21]=[CH:22][C:23]=23)[CH2:6][CH2:5][CH2:4][CH2:3][CH2:2]1. (5) The product is: [NH2:43][C:40]1[CH:41]=[CH:42][C:37]([CH:35]2[CH2:34][O:33][CH2:36]2)=[CH:38][C:39]=1[NH:44][C:29](=[O:30])[CH2:28][CH2:27][CH:25]1[CH2:26][CH:23]([N:22]([CH2:21][C@@H:13]2[C@@H:14]3[C@@H:15]([O:16][C:17]([CH3:20])([CH3:19])[O:18]3)[C@H:11]([N:6]3[CH:5]=[N:4][C:3]4[C:7]3=[N:8][CH:9]=[N:10][C:2]=4[NH2:1])[O:12]2)[CH3:32])[CH2:24]1. Given the reactants [NH2:1][C:2]1[N:10]=[CH:9][N:8]=[C:7]2[C:3]=1[N:4]=[CH:5][N:6]2[C@H:11]1[C@@H:15]2[O:16][C:17]([CH3:20])([CH3:19])[O:18][C@@H:14]2[C@@H:13]([CH2:21][N:22]([CH3:32])[CH:23]2[CH2:26][CH:25]([CH2:27][CH2:28][C:29](O)=[O:30])[CH2:24]2)[O:12]1.[O:33]1[CH2:36][CH:35]([C:37]2[CH:38]=[C:39]([NH2:44])[C:40]([NH2:43])=[CH:41][CH:42]=2)[CH2:34]1.C(N(CC)C(C)C)(C)C.F[P-](F)(F)(F)(F)F.C[N+](C)=C(N(C)C)ON1C2N=CC=CC=2N=N1, predict the reaction product. (6) Given the reactants [CH:1]1[CH:6]=[CH:5][C:4]([CH2:7][O:8][C:9]([NH:11][CH2:12][C:13]([OH:15])=O)=[O:10])=[CH:3][CH:2]=1.[C:16]([O:20][C:21]([N:23]1[CH2:28][CH2:27][N:26]([C:29](=[O:32])[CH2:30][NH2:31])[CH2:25][CH2:24]1)=[O:22])([CH3:19])([CH3:18])[CH3:17], predict the reaction product. The product is: [C:16]([O:20][C:21]([N:23]1[CH2:24][CH2:25][N:26]([C:29](=[O:32])[CH2:30][NH:31][C:13](=[O:15])[CH2:12][NH:11][C:9]([O:8][CH2:7][C:4]2[CH:3]=[CH:2][CH:1]=[CH:6][CH:5]=2)=[O:10])[CH2:27][CH2:28]1)=[O:22])([CH3:19])([CH3:17])[CH3:18]. (7) Given the reactants Br[C:2]1[S:6][CH:5]=[N:4][CH:3]=1.[CH3:7][NH:8][CH2:9][CH2:10][NH2:11], predict the reaction product. The product is: [CH3:7][N:8]([C:2]1[S:6][CH:5]=[N:4][CH:3]=1)[CH2:9][CH2:10][NH2:11].